From a dataset of Forward reaction prediction with 1.9M reactions from USPTO patents (1976-2016). Predict the product of the given reaction. The product is: [B:10]1([OH:11])[C:5]2[CH:4]=[CH:3][C:2]([OH:1])=[CH:9][C:6]=2[CH2:13][O:14]1. Given the reactants [OH:1][C:2]1[CH:3]=[CH:4][C:5]([B:10]2[O:14][C:13](C)(C)C(C)(C)[O:11]2)=[C:6]([CH:9]=1)C=O.[BH4-].[Na+].O.Cl, predict the reaction product.